Dataset: Catalyst prediction with 721,799 reactions and 888 catalyst types from USPTO. Task: Predict which catalyst facilitates the given reaction. Reactant: [Br:1][C:2]1[CH:3]=[CH:4][C:5]([C:12](Cl)=[N:13][OH:14])=[C:6]2[C:10]=1[O:9][C:8]([CH3:11])=[N:7]2.[Cl:16][C:17]1[CH:22]=[C:21]([C:23]([C:25]([F:28])([F:27])[F:26])=[CH2:24])[CH:20]=[C:19]([Cl:29])[CH:18]=1.C(=O)([O-])O.[Na+]. Product: [Br:1][C:2]1[C:10]2[O:9][C:8]([CH3:11])=[N:7][C:6]=2[C:5]([C:12]2[CH2:24][C:23]([C:21]3[CH:20]=[C:19]([Cl:29])[CH:18]=[C:17]([Cl:16])[CH:22]=3)([C:25]([F:26])([F:28])[F:27])[O:14][N:13]=2)=[CH:4][CH:3]=1. The catalyst class is: 41.